This data is from Catalyst prediction with 721,799 reactions and 888 catalyst types from USPTO. The task is: Predict which catalyst facilitates the given reaction. Reactant: [CH3:1][S:2]([NH:5][C:6]1[CH:7]=[C:8]([C:12]2[CH:17]=[CH:16][C:15]([C@@H:18]3[CH2:22][NH:21][CH2:20][C@H:19]3[NH:23][S:24]([CH:27]([CH3:29])[CH3:28])(=[O:26])=[O:25])=[CH:14][CH:13]=2)[CH:9]=[CH:10][CH:11]=1)(=[O:4])=[O:3].[CH3:30][CH:31]([CH3:34])[CH:32]=O.C(O[BH-](OC(=O)C)OC(=O)C)(=O)C.[Na+]. Product: [CH3:30][CH:31]([CH3:34])[CH2:32][N:21]1[CH2:22][C@@H:18]([C:15]2[CH:14]=[CH:13][C:12]([C:8]3[CH:9]=[CH:10][CH:11]=[C:6]([NH:5][S:2]([CH3:1])(=[O:4])=[O:3])[CH:7]=3)=[CH:17][CH:16]=2)[C@H:19]([NH:23][S:24]([CH:27]([CH3:29])[CH3:28])(=[O:26])=[O:25])[CH2:20]1. The catalyst class is: 26.